Task: Predict which catalyst facilitates the given reaction.. Dataset: Catalyst prediction with 721,799 reactions and 888 catalyst types from USPTO (1) Reactant: [CH2:1]([O:3][C:4]([C:6]1[C:10]([C:11]([O:13][CH2:14][CH3:15])=[O:12])=[C:9]([NH2:16])[S:8][C:7]=1[NH2:17])=[O:5])[CH3:2].[CH:18]([C:20]1[S:24][C:23]([C:25]2[S:26][CH:27]=[CH:28][CH:29]=2)=[CH:22][CH:21]=1)=O.C(O)(C(F)(F)F)=O. Product: [CH2:1]([O:3][C:4]([C:6]1[C:10]([C:11]([O:13][CH2:14][CH3:15])=[O:12])=[C:9]([N:16]=[CH:18][C:20]2[S:24][C:23]([C:25]3[S:26][CH:27]=[CH:28][CH:29]=3)=[CH:22][CH:21]=2)[S:8][C:7]=1[NH2:17])=[O:5])[CH3:2]. The catalyst class is: 32. (2) Reactant: [NH2:1][C:2]1[S:3][C:4]2[C:9]([N:10]=1)=[CH:8][CH:7]=[C:6]([O:11][C:12]1[CH:13]=[C:14]([NH:19][C:20](=[O:29])[O:21][CH2:22][C:23]3[CH:28]=[CH:27][CH:26]=[CH:25][CH:24]=3)[CH:15]=[CH:16][C:17]=1[CH3:18])[N:5]=2.[CH:30]1([C:33](Cl)=[O:34])[CH2:32][CH2:31]1.CO.C(=O)([O-])[O-].[K+].[K+]. Product: [CH:30]1([C:33]([NH:1][C:2]2[S:3][C:4]3[C:9]([N:10]=2)=[CH:8][CH:7]=[C:6]([O:11][C:12]2[CH:13]=[C:14]([NH:19][C:20](=[O:29])[O:21][CH2:22][C:23]4[CH:24]=[CH:25][CH:26]=[CH:27][CH:28]=4)[CH:15]=[CH:16][C:17]=2[CH3:18])[N:5]=3)=[O:34])[CH2:32][CH2:31]1. The catalyst class is: 17. (3) Reactant: OC1CC2N([C:10]([C:12]3[CH:24]=[CH:23][C:15]4[N:16]([CH2:19][CH2:20][C:21]#[N:22])[CH:17]=[N:18][C:14]=4[CH:13]=3)=[O:11])C(CC2)C1.[N-:25]=[N+:26]=[N-:27].[Na+].[Cl-].[NH4+]. Product: [NH:22]1[C:21]([CH2:20][CH2:19][N:16]2[C:15]3[CH:23]=[CH:24][C:12]([CH:10]=[O:11])=[CH:13][C:14]=3[N:18]=[CH:17]2)=[N:27][N:26]=[N:25]1. The catalyst class is: 3. (4) Reactant: [OH:1][C@:2]12[CH2:26][C@@H:25]([OH:27])[CH2:24][CH2:23][C@:22]1([CH3:28])[C@@H:21]1[C@H:5]([C@H:6]3[C@:18]([CH3:29])([CH2:19][CH2:20]1)[C@@H:9]([C@H:10]([CH3:17])[CH2:11][CH2:12][CH2:13][CH:14]([CH3:16])[CH3:15])[CH2:8][CH2:7]3)[CH2:4][C@H:3]2[NH:30][CH2:31][CH2:32][C:33]1[N:34]=[CH:35][NH:36][CH:37]=1.[C:38]([OH:45])(=[O:44])[CH2:39][CH2:40][C:41]([OH:43])=[O:42].O. Product: [OH:1][C@:2]12[CH2:26][C@@H:25]([OH:27])[CH2:24][CH2:23][C@:22]1([CH3:28])[C@@H:21]1[C@H:5]([C@H:6]3[C@:18]([CH3:29])([CH2:19][CH2:20]1)[C@@H:9]([C@H:10]([CH3:17])[CH2:11][CH2:12][CH2:13][CH:14]([CH3:16])[CH3:15])[CH2:8][CH2:7]3)[CH2:4][C@H:3]2[NH:30][CH2:31][CH2:32][C:33]1[N:34]=[CH:35][NH:36][CH:37]=1.[C:38]([O-:45])(=[O:44])[CH2:39][CH2:40][C:41]([O-:43])=[O:42]. The catalyst class is: 8.